This data is from Forward reaction prediction with 1.9M reactions from USPTO patents (1976-2016). The task is: Predict the product of the given reaction. (1) Given the reactants [CH2:1](N(CC)CC)C.[C:8](Cl)(=[O:11])[CH:9]=[CH2:10].[O:13]1C[CH2:16][CH2:15][CH2:14]1, predict the reaction product. The product is: [CH3:1][O:11][C:8]1[CH:16]=[CH:15][C:14]([OH:13])=[CH:10][CH:9]=1. (2) Given the reactants Br[C:2]1[CH:7]=[CH:6][CH:5]=[CH:4][N:3]=1.Br[C:9]([F:16])([F:15])[C:10]([O:12][CH2:13][CH3:14])=[O:11].P([O-])(O)(O)=O.[K+].CN(C)C=O.C(OC(C)C)(=O)C, predict the reaction product. The product is: [F:15][C:9]([F:16])([C:2]1[CH:7]=[CH:6][CH:5]=[CH:4][N:3]=1)[C:10]([O:12][CH2:13][CH3:14])=[O:11]. (3) Given the reactants [C:1]1([NH:7][C:8]([O:10][CH2:11][CH3:12])=[O:9])[CH:6]=[CH:5][CH:4]=[CH:3][CH:2]=1.[Cl:13][S:14](O)(=[O:16])=[O:15], predict the reaction product. The product is: [CH2:11]([O:10][C:8](=[O:9])[NH:7][C:1]1[CH:6]=[CH:5][C:4]([S:14]([Cl:13])(=[O:16])=[O:15])=[CH:3][CH:2]=1)[CH3:12]. (4) Given the reactants [Si]([O:8][C@H:9]1[CH2:13][CH2:12][N:11]([CH2:14][C@@H:15]([N:24]([CH3:39])[C:25](=[O:38])[CH2:26][C:27]2[CH:37]=[CH:36][C:30]3[S:31][CH2:32][C:33](=[O:35])[NH:34][C:29]=3[CH:28]=2)[C:16]2[CH:21]=[CH:20][CH:19]=[C:18]([C:22]#[N:23])[CH:17]=2)[CH2:10]1)(C(C)(C)C)(C)C.[OH2:40].[OH-].[K+], predict the reaction product. The product is: [OH:8][C@H:9]1[CH2:13][CH2:12][N:11]([CH2:14][C@H:15]([C:16]2[CH:17]=[C:18]([CH:19]=[CH:20][CH:21]=2)[C:22]([NH2:23])=[O:40])[N:24]([CH3:39])[C:25](=[O:38])[CH2:26][C:27]2[CH:37]=[CH:36][C:30]3[S:31][CH2:32][C:33](=[O:35])[NH:34][C:29]=3[CH:28]=2)[CH2:10]1. (5) Given the reactants [C:1]1([C:7]2[CH:11]=[C:10]([C:12]([OH:14])=O)[O:9][N:8]=2)[CH:6]=[CH:5][CH:4]=[CH:3][CH:2]=1.S(Cl)([Cl:17])=O, predict the reaction product. The product is: [C:1]1([C:7]2[CH:11]=[C:10]([C:12]([Cl:17])=[O:14])[O:9][N:8]=2)[CH:6]=[CH:5][CH:4]=[CH:3][CH:2]=1. (6) Given the reactants [N:1]1([CH2:6][CH2:7][N:8]2[CH2:13][CH2:12][NH:11][CH2:10][CH2:9]2)[CH2:5][CH2:4][CH2:3][CH2:2]1.Br[CH2:15][C:16]#[N:17], predict the reaction product. The product is: [N:1]1([CH2:6][CH2:7][N:8]2[CH2:9][CH2:10][N:11]([CH2:15][C:16]#[N:17])[CH2:12][CH2:13]2)[CH2:2][CH2:3][CH2:4][CH2:5]1. (7) Given the reactants [CH:1]1([C:4]2[C:12]([N+:13]([O-])=O)=[CH:11][CH:10]=[CH:9][C:5]=2[C:6]([OH:8])=[O:7])[CH2:3][CH2:2]1.[H][H], predict the reaction product. The product is: [NH2:13][C:12]1[C:4]([CH:1]2[CH2:2][CH2:3]2)=[C:5]([CH:9]=[CH:10][CH:11]=1)[C:6]([OH:8])=[O:7]. (8) The product is: [CH:34]([N:47]1[CH2:50][C:49]2([CH2:55][N:54]([C:31]([C:29]3[S:30][C:26]([CH3:25])=[CH:27][CH:28]=3)=[O:33])[CH2:53][CH2:52][O:51]2)[CH2:48]1)([C:35]1[CH:36]=[CH:37][CH:38]=[CH:39][CH:40]=1)[C:41]1[CH:42]=[CH:43][CH:44]=[CH:45][CH:46]=1. Given the reactants CN(C(ON1N=NC2C=CC=NC1=2)=[N+](C)C)C.F[P-](F)(F)(F)(F)F.[CH3:25][C:26]1[S:30][C:29]([C:31]([OH:33])=O)=[CH:28][CH:27]=1.[CH:34]([N:47]1[CH2:50][C:49]2([CH2:55][NH:54][CH2:53][CH2:52][O:51]2)[CH2:48]1)([C:41]1[CH:46]=[CH:45][CH:44]=[CH:43][CH:42]=1)[C:35]1[CH:40]=[CH:39][CH:38]=[CH:37][CH:36]=1.C(N(CC)CC)C, predict the reaction product. (9) Given the reactants Br[CH2:2][C:3]1([CH3:19])[CH2:18][CH2:17][CH2:16][C:5]2([O:9][C:8](=[O:10])[N:7]([CH2:11][C:12]([CH3:15])([CH3:14])[CH3:13])[CH2:6]2)[CH2:4]1.[N-:20]=[N+:21]=[N-:22].[Na+], predict the reaction product. The product is: [N:20]([CH2:2][C:3]1([CH3:19])[CH2:18][CH2:17][CH2:16][C:5]2([O:9][C:8](=[O:10])[N:7]([CH2:11][C:12]([CH3:15])([CH3:14])[CH3:13])[CH2:6]2)[CH2:4]1)=[N+:21]=[N-:22]. (10) Given the reactants [O:1]1[C:10]2[C:5](=[CH:6][C:7]([C:11]3[C:16]([CH:17]4[CH2:19][CH2:18]4)=[CH:15][C:14]([N:20]([CH3:22])[CH3:21])=[C:13]([CH3:23])[C:12]=3[CH:24]([O:29][CH:30]3[CH2:32][CH2:31]3)[C:25]([O:27]C)=[O:26])=[CH:8][CH:9]=2)[CH2:4][CH2:3][CH2:2]1.[OH-].[Na+], predict the reaction product. The product is: [O:1]1[C:10]2[C:5](=[CH:6][C:7]([C:11]3[C:16]([CH:17]4[CH2:18][CH2:19]4)=[CH:15][C:14]([N:20]([CH3:22])[CH3:21])=[C:13]([CH3:23])[C:12]=3[CH:24]([O:29][CH:30]3[CH2:31][CH2:32]3)[C:25]([OH:27])=[O:26])=[CH:8][CH:9]=2)[CH2:4][CH2:3][CH2:2]1.